This data is from NCI-60 drug combinations with 297,098 pairs across 59 cell lines. The task is: Regression. Given two drug SMILES strings and cell line genomic features, predict the synergy score measuring deviation from expected non-interaction effect. Drug 1: C1=C(C(=O)NC(=O)N1)F. Drug 2: C1=NC2=C(N=C(N=C2N1C3C(C(C(O3)CO)O)F)Cl)N. Cell line: CAKI-1. Synergy scores: CSS=47.0, Synergy_ZIP=-0.365, Synergy_Bliss=-1.55, Synergy_Loewe=5.35, Synergy_HSA=6.10.